This data is from Forward reaction prediction with 1.9M reactions from USPTO patents (1976-2016). The task is: Predict the product of the given reaction. (1) Given the reactants [Br:1][C:2]1[CH:7]=[CH:6][C:5]([CH:8]([OH:29])[CH2:9][CH2:10][N:11]2[CH2:16][CH2:15][CH:14]([C:17]3[CH:18]=[C:19]([NH:23][C:24](=[O:28])[CH:25]([CH3:27])[CH3:26])[CH:20]=[CH:21][CH:22]=3)[CH2:13][CH2:12]2)=[CH:4][CH:3]=1.[Br:30][C:31]1[CH:36]=[CH:35][C:34](O)=[CH:33][CH:32]=1, predict the reaction product. The product is: [Br:30][C:31]1[CH:36]=[CH:35][C:34]([O:29][CH:8]([C:5]2[CH:4]=[CH:3][C:2]([Br:1])=[CH:7][CH:6]=2)[CH2:9][CH2:10][N:11]2[CH2:16][CH2:15][CH:14]([C:17]3[CH:18]=[C:19]([NH:23][C:24](=[O:28])[CH:25]([CH3:26])[CH3:27])[CH:20]=[CH:21][CH:22]=3)[CH2:13][CH2:12]2)=[CH:33][CH:32]=1. (2) Given the reactants [Cl:1][C:2]1[N:6]([CH3:7])[N:5]=[C:4]([CH3:8])[C:3]=1[CH2:9][S:10][C:11]1[N:16]=[C:15]([OH:17])[CH:14]=[C:13]([CH3:18])[N:12]=1.[ClH:19].O1CCOCC1, predict the reaction product. The product is: [ClH:1].[ClH:19].[Cl:1][C:2]1[N:6]([CH3:7])[N:5]=[C:4]([CH3:8])[C:3]=1[CH2:9][S:10][C:11]1[N:16]=[C:15]([OH:17])[CH:14]=[C:13]([CH3:18])[N:12]=1. (3) Given the reactants [Br:1][C:2]1[CH:3]=[CH:4][C:5]([CH3:16])=[C:6]([C:8]2[CH:13]=[C:12](Cl)[N:11]=[C:10]([NH2:15])[N:9]=2)[CH:7]=1.[N+:17]([C:20]1[CH:25]=[CH:24][C:23]([NH2:26])=[CH:22][CH:21]=1)([O-:19])=[O:18], predict the reaction product. The product is: [Br:1][C:2]1[CH:3]=[CH:4][C:5]([CH3:16])=[C:6]([C:8]2[N:9]=[C:10]([NH2:15])[N:11]=[C:12]([NH:26][C:23]3[CH:24]=[CH:25][C:20]([N+:17]([O-:19])=[O:18])=[CH:21][CH:22]=3)[CH:13]=2)[CH:7]=1. (4) Given the reactants [I:1][C:2]1[C:10]2[C:5](=[N:6][CH:7]=[N:8][C:9]=2[NH2:11])[NH:4][N:3]=1.[O:12]1[CH:17]=[CH:16][CH2:15][CH2:14][CH2:13]1.[OH2:18].[CH3:19][C:20]1C=C[C:23](S(O)(=O)=O)=[CH:22][CH:21]=1, predict the reaction product. The product is: [I:1][C:2]1[C:10]2[C:5](=[N:6][CH:7]=[N:8][C:9]=2[NH:11][CH:17]2[CH2:16][CH2:15][CH2:14][CH2:13][O:12]2)[N:4]([CH:23]2[CH2:22][CH2:21][CH2:20][CH2:19][O:18]2)[N:3]=1. (5) Given the reactants [C:1]1([C:22]2[CH:27]=[CH:26][CH:25]=[CH:24][CH:23]=2)[CH:6]=[CH:5][CH:4]=[C:3]([N:7]2[CH:12]=[C:11]([O:13]C)[C:10](=[O:15])[CH:9]=[C:8]2[C:16]2[CH:21]=[CH:20][CH:19]=[CH:18][CH:17]=2)[CH:2]=1.B(Br)(Br)Br, predict the reaction product. The product is: [C:1]1([C:22]2[CH:27]=[CH:26][CH:25]=[CH:24][CH:23]=2)[CH:6]=[CH:5][CH:4]=[C:3]([N:7]2[CH:12]=[C:11]([OH:13])[C:10](=[O:15])[CH:9]=[C:8]2[C:16]2[CH:21]=[CH:20][CH:19]=[CH:18][CH:17]=2)[CH:2]=1. (6) The product is: [C:1]1([S:7]([N:10]2[C:14]3=[N:15][CH:16]=[C:17]([F:19])[CH:18]=[C:13]3[CH:12]=[C:11]2[CH:37]([C:36]2[CH:39]=[CH:40][C:33]([S:32][CH3:31])=[CH:34][CH:35]=2)[OH:38])(=[O:9])=[O:8])[CH:6]=[CH:5][CH:4]=[CH:3][CH:2]=1. Given the reactants [C:1]1([S:7]([N:10]2[C:14]3=[N:15][CH:16]=[C:17]([F:19])[CH:18]=[C:13]3[CH:12]=[CH:11]2)(=[O:9])=[O:8])[CH:6]=[CH:5][CH:4]=[CH:3][CH:2]=1.C([Li])CCC.CCCCCC.[CH3:31][S:32][C:33]1[CH:40]=[CH:39][C:36]([CH:37]=[O:38])=[CH:35][CH:34]=1, predict the reaction product.